From a dataset of Reaction yield outcomes from USPTO patents with 853,638 reactions. Predict the reaction yield, written as a fraction of the theoretical maximum amount of product (1.0 means a 100% yield; for example, 0.34 means a 34% yield). (1) The yield is 0.310. The catalyst is C(Cl)Cl. The reactants are [N+:1]([C:4]1[CH:5]=[C:6]2[C:10](=[CH:11][CH:12]=1)[NH:9][CH:8]=[CH:7]2)([O-:3])=[O:2].[Al+3].[Cl-].[Cl-].[Cl-].Br[C:18]([CH3:21])([CH3:20])[CH3:19]. The product is [C:18]([C:7]1[C:6]2[C:10](=[CH:11][CH:12]=[C:4]([N+:1]([O-:3])=[O:2])[CH:5]=2)[NH:9][CH:8]=1)([CH3:21])([CH3:20])[CH3:19]. (2) The reactants are [F:1][C:2]([F:10])([F:9])[CH:3]([NH:5][CH2:6][CH2:7][OH:8])[CH3:4].C(N(C(C)C)CC)(C)C.[Si:20](Cl)([C:23]([CH3:26])([CH3:25])[CH3:24])([CH3:22])[CH3:21].O. The catalyst is ClCCl. The product is [Si:20]([O:8][CH2:7][CH2:6][NH:5][CH:3]([CH3:4])[C:2]([F:10])([F:9])[F:1])([C:23]([CH3:26])([CH3:25])[CH3:24])([CH3:22])[CH3:21]. The yield is 0.371. (3) The reactants are [CH3:1][N:2]1[C:10]2[C:9](=[O:11])[CH2:8][C:7]([CH3:13])([CH3:12])[CH2:6][C:5]=2[C:4]([C:14]([O:16][CH2:17][CH3:18])=[O:15])=[N:3]1.[O-:19][CH2:20]C.[Na+].O. The catalyst is C(OCC)=O. The product is [OH:19][CH:20]=[C:8]1[C:9](=[O:11])[C:10]2[N:2]([CH3:1])[N:3]=[C:4]([C:14]([O:16][CH2:17][CH3:18])=[O:15])[C:5]=2[CH2:6][C:7]1([CH3:13])[CH3:12]. The yield is 0.788. (4) The reactants are N(OCCC(C)C)=O.[F:9][C:10]1[CH:11]=[C:12]([F:20])[C:13]2[S:17][C:16](N)=[N:15][C:14]=2[CH:19]=1.[ClH:21]. The catalyst is C(#N)C.[Cu](Cl)Cl. The product is [Cl:21][C:16]1[S:17][C:13]2[C:12]([F:20])=[CH:11][C:10]([F:9])=[CH:19][C:14]=2[N:15]=1. The yield is 0.480. (5) The product is [Cl:1][C:2]1[CH:7]=[CH:6][C:5]([CH:8]([N:30]2[CH:34]=[CH:33][N:32]=[CH:31]2)[C:9]2[CH:10]=[C:11]3[C:16](=[CH:17][CH:18]=2)[NH:15][C:14](=[O:19])[CH:13]=[C:12]3[O:20][C:21]2[CH:26]=[CH:25][CH:24]=[CH:23][CH:22]=2)=[CH:4][CH:3]=1. The catalyst is C1COCC1.[H-].[Na+]. The yield is 0.460. The reactants are [Cl:1][C:2]1[CH:7]=[CH:6][C:5]([CH:8](O)[C:9]2[CH:10]=[C:11]3[C:16](=[CH:17][CH:18]=2)[NH:15][C:14](=[O:19])[CH:13]=[C:12]3[O:20][C:21]2[CH:26]=[CH:25][CH:24]=[CH:23][CH:22]=2)=[CH:4][CH:3]=1.C([N:30]1[CH:34]=[CH:33][N:32]=[CH:31]1)([N:30]1[CH:34]=[CH:33][N:32]=[CH:31]1)=O.O.